This data is from TCR-epitope binding with 47,182 pairs between 192 epitopes and 23,139 TCRs. The task is: Binary Classification. Given a T-cell receptor sequence (or CDR3 region) and an epitope sequence, predict whether binding occurs between them. (1) The epitope is YSEHPTFTSQY. The TCR CDR3 sequence is CATSRPLDSTDTQYF. Result: 1 (the TCR binds to the epitope). (2) Result: 0 (the TCR does not bind to the epitope). The TCR CDR3 sequence is CASSLAGGTEQYF. The epitope is ARMILMTHF. (3) The epitope is ILKEPVHGV. The TCR CDR3 sequence is CSVEVGAGETQYF. Result: 1 (the TCR binds to the epitope). (4) The epitope is ELAGIGILTV. The TCR CDR3 sequence is CASSDRIPYGYTF. Result: 1 (the TCR binds to the epitope). (5) The epitope is ELAGIGILTV. The TCR CDR3 sequence is CASSFSLSGGYTF. Result: 1 (the TCR binds to the epitope). (6) The epitope is GTITVEELK. The TCR CDR3 sequence is CASSQGPPGTTRETQYF. Result: 0 (the TCR does not bind to the epitope). (7) Result: 1 (the TCR binds to the epitope). The epitope is NLVPMVATV. The TCR CDR3 sequence is CASSSLTGTGYNEQFF.